From a dataset of Forward reaction prediction with 1.9M reactions from USPTO patents (1976-2016). Predict the product of the given reaction. (1) The product is: [OH:19][C:16]1[CH:17]=[CH:18][C:13]([C:6]2[CH:7]=[CH:8][C:3]([C:1]#[N:2])=[CH:4][CH:5]=2)=[CH:14][C:15]=1[CH3:20]. Given the reactants [C:1]([C:3]1[CH:8]=[CH:7][C:6](B(O)O)=[CH:5][CH:4]=1)#[N:2].Br[C:13]1[CH:18]=[CH:17][C:16]([OH:19])=[C:15]([CH3:20])[CH:14]=1, predict the reaction product. (2) Given the reactants N(C(OC(C)(C)C)=O)=NC(OC(C)(C)C)=O.[Cl:17][C:18]1[CH:23]=[CH:22][C:21]([CH:24](O)[CH2:25][C:26]2[N:27]([C:31]([C:44]3[CH:49]=[CH:48][CH:47]=[CH:46][CH:45]=3)([C:38]3[CH:43]=[CH:42][CH:41]=[CH:40][CH:39]=3)[C:32]3[CH:37]=[CH:36][CH:35]=[CH:34][CH:33]=3)[CH:28]=[CH:29][N:30]=2)=[CH:20][CH:19]=1.[C:51]1(=[O:61])[NH:55][C:54](=[O:56])[C:53]2=[CH:57][CH:58]=[CH:59][CH:60]=[C:52]12.C1(P(C2C=CC=CC=2)C2C=CC=CC=2)C=CC=CC=1, predict the reaction product. The product is: [Cl:17][C:18]1[CH:19]=[CH:20][C:21]([CH:24]([N:55]2[C:51](=[O:61])[C:52]3[C:53](=[CH:57][CH:58]=[CH:59][CH:60]=3)[C:54]2=[O:56])[CH2:25][C:26]2[N:27]([C:31]([C:38]3[CH:39]=[CH:40][CH:41]=[CH:42][CH:43]=3)([C:44]3[CH:45]=[CH:46][CH:47]=[CH:48][CH:49]=3)[C:32]3[CH:37]=[CH:36][CH:35]=[CH:34][CH:33]=3)[CH:28]=[CH:29][N:30]=2)=[CH:22][CH:23]=1.